Task: Predict which catalyst facilitates the given reaction.. Dataset: Catalyst prediction with 721,799 reactions and 888 catalyst types from USPTO (1) Reactant: NCC1C=CC(S([NH:12][C:13]([CH3:16])([CH3:15])[CH3:14])(=O)=O)=CC=1C.Cl[C:19]1[CH:20]=[CH:21][C:22]([F:29])=[C:23]([S:25](Cl)(=[O:27])=[O:26])[CH:24]=1.[CH3:30][N:31]1C(=O)CCC1. Product: [NH2:31][CH2:30][C:19]1[CH:20]=[CH:21][C:22]([F:29])=[C:23]([S:25]([NH:12][C:13]([CH3:16])([CH3:15])[CH3:14])(=[O:27])=[O:26])[CH:24]=1. The catalyst class is: 140. (2) Reactant: C([O:3][C:4](=[O:30])[CH:5]([C:8]1[CH:13]=[CH:12][C:11]([C:14]2[CH:19]=[CH:18][C:17]([C:20]([F:23])([F:22])[F:21])=[CH:16][CH:15]=2)=[C:10]([S:24]([CH:27]([CH3:29])[CH3:28])(=[O:26])=[O:25])[CH:9]=1)[CH2:6][CH3:7])C.[OH-].[K+]. Product: [CH3:28][CH:27]([S:24]([C:10]1[CH:9]=[C:8]([CH:5]([CH2:6][CH3:7])[C:4]([OH:30])=[O:3])[CH:13]=[CH:12][C:11]=1[C:14]1[CH:15]=[CH:16][C:17]([C:20]([F:23])([F:22])[F:21])=[CH:18][CH:19]=1)(=[O:26])=[O:25])[CH3:29]. The catalyst class is: 8. (3) Reactant: [OH:1][CH2:2][CH2:3][CH2:4][NH:5][C:6]1[CH:13]=[CH:12][C:9]([C:10]#[N:11])=[CH:8][CH:7]=1.C(N(CC)CC)C.[C:21]1([CH3:31])[CH:26]=[CH:25][C:24]([S:27](Cl)(=[O:29])=[O:28])=[CH:23][CH:22]=1. The catalyst class is: 23. Product: [CH3:31][C:21]1[CH:26]=[CH:25][C:24]([S:27]([O:1][CH2:2][CH2:3][CH2:4][NH:5][C:6]2[CH:13]=[CH:12][C:9]([C:10]#[N:11])=[CH:8][CH:7]=2)(=[O:29])=[O:28])=[CH:23][CH:22]=1. (4) Reactant: Br[C:2]1[CH:3]=[C:4]([N:8]2[CH:12]=[CH:11][CH:10]=[CH:9]2)[CH:5]=[CH:6][CH:7]=1.B1(B2OC(C)(C)C(C)(C)O2)OC(C)(C)C(C)(C)O1.C([O-])(=O)C.[K+].[ClH:36].[N:37]12[CH2:44][CH2:43][CH:40]([CH2:41][CH2:42]1)[C@@H:39]([NH:45][C:46]([C:48]1[S:49][C:50]3[C:56](Br)=[CH:55][CH:54]=[CH:53][C:51]=3[CH:52]=1)=[O:47])[CH2:38]2.C(=O)([O-])[O-].[Na+].[Na+]. Product: [ClH:36].[N:37]12[CH2:42][CH2:41][CH:40]([CH2:43][CH2:44]1)[C@@H:39]([NH:45][C:46]([C:48]1[S:49][C:50]3[C:56]([C:2]4[CH:7]=[CH:6][CH:5]=[C:4]([N:8]5[CH:12]=[CH:11][CH:10]=[CH:9]5)[CH:3]=4)=[CH:55][CH:54]=[CH:53][C:51]=3[CH:52]=1)=[O:47])[CH2:38]2. The catalyst class is: 151. (5) Reactant: [F:1][C:2]1[CH:7]=[C:6]([F:8])[CH:5]=[CH:4][C:3]=1[CH2:9][C:10]([OH:12])=[O:11].C([Li])CCC.Br[CH2:19][CH2:20][CH2:21][Cl:22]. Product: [Cl:22][CH2:21][CH2:20][CH2:19][CH:9]([C:3]1[CH:4]=[CH:5][C:6]([F:8])=[CH:7][C:2]=1[F:1])[C:10]([OH:12])=[O:11]. The catalyst class is: 1.